This data is from Forward reaction prediction with 1.9M reactions from USPTO patents (1976-2016). The task is: Predict the product of the given reaction. Given the reactants Cl.Cl[C:3]1[S:7][C:6]([C:8](=[O:14])[CH2:9][CH2:10][N:11]([CH3:13])[CH3:12])=[CH:5][C:4]=1[N+:15]([O-:17])=[O:16].[Cl:18][C:19]1[CH:24]=[C:23]([Cl:25])[CH:22]=[CH:21][C:20]=1[SH:26].C(=O)([O-])[O-].[K+].[K+].Cl, predict the reaction product. The product is: [Cl:18][C:19]1[CH:24]=[C:23]([Cl:25])[CH:22]=[CH:21][C:20]=1[S:26][C:3]1[S:7][C:6]([C:8](=[O:14])[CH2:9][CH2:10][N:11]([CH3:13])[CH3:12])=[CH:5][C:4]=1[N+:15]([O-:17])=[O:16].